Dataset: Full USPTO retrosynthesis dataset with 1.9M reactions from patents (1976-2016). Task: Predict the reactants needed to synthesize the given product. Given the product [C:9]([O:12][CH2:13][C:14]1[NH:1][C:2]2[N:3]([CH3:8])[O:4][C:5](=[O:7])[C:6]=2[CH:25]([C:24]2[CH:27]=[CH:28][C:29]([F:30])=[C:22]([Br:21])[CH:23]=2)[C:15]=1[C:16]([O:18][CH2:19][CH3:20])=[O:17])(=[O:11])[CH3:10], predict the reactants needed to synthesize it. The reactants are: [NH2:1][C:2]1[N:3]([CH3:8])[O:4][C:5](=[O:7])[CH:6]=1.[C:9]([O:12][CH2:13][CH2:14][CH2:15][C:16]([O:18][CH2:19][CH3:20])=[O:17])(=[O:11])[CH3:10].[Br:21][C:22]1[CH:23]=[C:24]([CH:27]=[CH:28][C:29]=1[F:30])[CH:25]=O.